From a dataset of Peptide-MHC class I binding affinity with 185,985 pairs from IEDB/IMGT. Regression. Given a peptide amino acid sequence and an MHC pseudo amino acid sequence, predict their binding affinity value. This is MHC class I binding data. (1) The peptide sequence is IQARPCDRW. The MHC is HLA-B58:01 with pseudo-sequence HLA-B58:01. The binding affinity (normalized) is 0.515. (2) The peptide sequence is YVFTGYRVTK. The MHC is HLA-A31:01 with pseudo-sequence HLA-A31:01. The binding affinity (normalized) is 0.394. (3) The peptide sequence is MSPALFHAFF. The MHC is HLA-A24:02 with pseudo-sequence HLA-A24:02. The binding affinity (normalized) is 0.555. (4) The peptide sequence is YPFHIFYPV. The binding affinity (normalized) is 0.0847. The MHC is HLA-C06:02 with pseudo-sequence HLA-C06:02. (5) The peptide sequence is NLLLLFVTI. The MHC is HLA-A68:02 with pseudo-sequence HLA-A68:02. The binding affinity (normalized) is 0.388. (6) The peptide sequence is AELGAFFSI. The MHC is HLA-C04:01 with pseudo-sequence HLA-C04:01. The binding affinity (normalized) is 0.213. (7) The peptide sequence is SSKQYPAGR. The MHC is HLA-A31:01 with pseudo-sequence HLA-A31:01. The binding affinity (normalized) is 0.943. (8) The peptide sequence is YIDISDVKV. The MHC is HLA-A02:02 with pseudo-sequence HLA-A02:02. The binding affinity (normalized) is 0.508.